The task is: Predict the reactants needed to synthesize the given product.. This data is from Full USPTO retrosynthesis dataset with 1.9M reactions from patents (1976-2016). (1) Given the product [CH3:40][C:28]1[C:29]2[N:33]=[C:32]([C@@H:34]3[CH2:38][CH2:37][CH2:36][O:35]3)[NH:31][C:30]=2[CH:39]=[C:26]([O:25][C:21]2[N:22]=[CH:23][N:24]=[C:19]([N:14]3[CH2:13][CH2:12][C:5]4([O:4][C:3](=[O:17])[NH:2][C:7]5[N:8]=[CH:9][CH:10]=[CH:11][C:6]4=5)[CH2:16][CH2:15]3)[CH:20]=2)[CH:27]=1, predict the reactants needed to synthesize it. The reactants are: Cl.[NH:2]1[C:7]2[N:8]=[CH:9][CH:10]=[CH:11][C:6]=2[C:5]2([CH2:16][CH2:15][NH:14][CH2:13][CH2:12]2)[O:4][C:3]1=[O:17].Cl[C:19]1[N:24]=[CH:23][N:22]=[C:21]([O:25][C:26]2[CH:27]=[C:28]([CH3:40])[C:29]3[N:33]=[C:32]([C@@H:34]4[CH2:38][CH2:37][CH2:36][O:35]4)[NH:31][C:30]=3[CH:39]=2)[CH:20]=1.CCN(C(C)C)C(C)C. (2) Given the product [CH3:21][C:12]1([C:16]([O:18][CH2:19][CH3:20])=[O:17])[CH2:13][CH2:14][CH2:15][N:10]([S:7]([C:1]2[CH:2]=[CH:3][CH:4]=[CH:5][CH:6]=2)(=[O:9])=[O:8])[CH2:11]1, predict the reactants needed to synthesize it. The reactants are: [C:1]1([S:7]([N:10]2[CH2:15][CH2:14][CH2:13][CH:12]([C:16]([O:18][CH2:19][CH3:20])=[O:17])[CH2:11]2)(=[O:9])=[O:8])[CH:6]=[CH:5][CH:4]=[CH:3][CH:2]=1.[CH3:21][Si](C)(C)[N-][Si](C)(C)C.[Li+].CCCCCC.CI. (3) Given the product [CH3:40][C:41]1[CH:46]=[CH:45][C:44]([CH3:47])=[CH:43][C:42]=1[C@@H:48]([N:50]1[CH2:55][CH2:54][C:53]2([CH2:56][CH2:57][C:58](=[O:59])[CH2:66][CH2:67]2)[O:52][C:51]1=[O:68])[CH3:49], predict the reactants needed to synthesize it. The reactants are: CC1C=CC(C)=CC=1[C@@H](NCCC1(O)CCC2(OCC(C)(C)CO2)CC1)C.ClC(Cl)(OC(=O)OC(Cl)(Cl)Cl)Cl.[CH3:40][C:41]1[CH:46]=[CH:45][C:44]([CH3:47])=[CH:43][C:42]=1[C@@H:48]([N:50]1[CH2:55][CH2:54][C:53]2([CH2:67][CH2:66][C:58]3(OCC(C)(C)C[O:59]3)[CH2:57][CH2:56]2)[O:52][C:51]1=[O:68])[CH3:49].